From a dataset of Experimentally validated miRNA-target interactions with 360,000+ pairs, plus equal number of negative samples. Binary Classification. Given a miRNA mature sequence and a target amino acid sequence, predict their likelihood of interaction. (1) The miRNA is cel-miR-786-3p with sequence UAAUGCCCUGAAUGAUGUUCAAU. The protein sequence of the target gene is MTSAVVDSGGTILELSSNGVENQEESEKVSEYPAVIVEPVPSARLEQGYAAQVLVYDDETYMMQDVAEEQEVETENVETVEASVHSSNAHCTDKTIEAAEALLHMESPTCLRDSRSPVEVFVPPCVSTPEFIHAAMRPDVITETVVEVSTEESEPMDTSPIPTSPDSHEPMKKKKVGRKPKTQQSPISNGSPELGIKKKPREGKGNTTYLWEFLLDLLQDKNTCPRYIKWTQREKGIFKLVDSKAVSKLWGKHKNKPDMNYETMGRALRYYYQRGILAKVEGQRLVYQFKDMPKNIVVID.... Result: 0 (no interaction). (2) The miRNA is hsa-miR-32-5p with sequence UAUUGCACAUUACUAAGUUGCA. The protein sequence of the target gene is MQLTRCCFVFLVQGSLYLVICGQDDGPPGSEDPERDDHEGQPRPRVPRKRGHISPKSRPMANSTLLGLLAPPGEAWGILGQPPNRPNHSPPPSAKVKKIFGWGDFYSNIKTVALNLLVTGKIVDHGNGTFSVHFQHNATGQGNISISLVPPSKAVEFHQEQQIFIEAKASKIFNCRMEWEKVERGRRTSLCTHDPAKICSRDHAQSSATWSCSQPFKVVCVYIAFYSTDYRLVQKVCPDYNYHSDTPYYPSG. Result: 0 (no interaction). (3) The miRNA is hsa-miR-556-5p with sequence GAUGAGCUCAUUGUAAUAUGAG. The protein sequence of the target gene is MMFRDQVGVLAGWFKGWNECEQTVALLSLLKRVSQTQARFLQLCLEHSLADCAELHVLEREANSPGIINQWQQESKDKVISLLLTHLPLLKPGNLDAKVEYMKLLPKILAHSIEHNQHIEESRQLLSYALIHPATSLEDRSALAMWLNHLEDRTSTSFGGQNRGRSDSVDYGQTHYYHQRQNSDDKLNGWQNSRDSGICINASNWQDKSMGCENGHVPLYSSSSVPTTINTIGTSTSTILSGQAHHSPLKRSVSLTPPMNVPNQPLGHGWMSHEDLRARGPQCLPSDHAPLSPQSSVASS.... Result: 0 (no interaction). (4) The miRNA is hsa-miR-4428 with sequence CAAGGAGACGGGAACAUGGAGC. The protein sequence of the target gene is MAVPAALIPPTQLVPPQPPISTSASSSGTTTSTSSATSSPAPSIGPPASSGPTLFRPEPIASSASSSAAATVTSPGGGGGGSGGGGGSGGNGGGGGSNCNPSLAAGSSGGGVSAGGGGASSTPITASTGSSSSSSSSSSSSSSSSSSSSSSSSSSSCGPLPGKPVYSTPSPVENTPQNNECKMVDLRGAKVASFTVEGCELICLPQAFDLFLKHLVGGLHTVYTKLKRLEITPVVCNVEQVRILRGLGAIQPGVNRCKLISRKDFETLYNDCTNASSRPGRPPKRTQSVTSPENSHIMPH.... Result: 0 (no interaction). (5) The miRNA is mmu-miR-295-3p with sequence AAAGUGCUACUACUUUUGAGUCU. The protein sequence of the target gene is MAGEEERGDGDPVSVVTVRVQYLEDTDPFACANFPEPRRAPTCSLDGALPLSAQIPALHRLLGAPLKLEDCALQVSPSGYYLDPELSLEEQREMLEGFYEEISKGRKPTLILRTQLSVRVNAILEKLYGSSGPELRRSLFSLKQIFQEDKDLVPEFVHSEGLSCLIRVGAAADHNYQSYILRALGQLMLFVDGMLGVVAHSETVQWLYTLCASLSRLVVKTALKLLLVFVEYSENNAPLFIQAVNAVASATGTLPWANLVSILEEKNGADAELLVYTVTLINKTLAALPDQDSFYDVTDA.... Result: 0 (no interaction). (6) The miRNA is mmu-miR-153-3p with sequence UUGCAUAGUCACAAAAGUGAUC. The protein sequence of the target gene is MELWGAYLLLCLFSLLTQVTTEPPTQKPKKIVNAKKDVVNTKMFEELKSRLDTLAQEVALLKEQQALQTVCLKGTKVHMKCFLAFTQTKTFHEASEDCISRGGTLGTPQTGSENDALYEYLRQSVGNEAEIWLGLNDMAAEGTWVDMTGARIAYKNWETEITAQPDGGKTENCAVLSGAANGKWFDKRCRDQLPYICQFGIV. Result: 0 (no interaction). (7) The miRNA is hsa-miR-378g with sequence ACUGGGCUUGGAGUCAGAAG. The protein sequence of the target gene is MGPPLAPRPAHVPGEAGPRRTRESRPGAVSFADVAVYFSPEEWECLRPAQRALYRDVMRETFGHLGALGFSVPKPAFISWVEGEVEAWSPEAQDPDGESSAAFSRGQGQEAGSRDGNEEKERLKKCPKQKEVAHEVAVKEWWPSVACPEFCNPRQSPMNPWLKDTLTRRLPHSCPDCGRNFSYPSLLASHQRVHSGERPFSCGQCQARFSQRRYLLQHQFIHTGEKPYPCPDCGRRFRQRGSLAIHRRAHTGEKPYACSDCKSRFTYPYLLAIHQRKHTGEKPYSCPDCSLRFAYTSLLA.... Result: 1 (interaction). (8) Result: 1 (interaction). The protein sequence of the target gene is MAAEWASRFWLWATLLIPAAAVYEDQVGKFDWRQQYVGKVKFASLEFSPGSKKLVVATEKNVIAALNSRTGEILWRHVDKGTAEGAVDAMLLHGQDVITVSNGGRIMRSWETNIGGLNWEITLDSGSFQALGLVGLQESVRYIAVLKKTTLALHHLSSGHLKWVEHLPESDSIHYQMVYSYGSGVVWALGVVPFSHVNIVKFNVEDGEIVQQVRVSTPWLQHLSGACGVVDEAVLVCPDPSSRSLQTLALETEWELRQIPLQSLDLEFGSGFQPRVLPTQPNPVDASRAQFFLHLSPSHY.... The miRNA is hsa-miR-6807-5p with sequence GUGAGCCAGUGGAAUGGAGAGG.